Task: Binary Classification. Given a drug SMILES string, predict its activity (active/inactive) in a high-throughput screening assay against a specified biological target.. Dataset: HIV replication inhibition screening data with 41,000+ compounds from the AIDS Antiviral Screen (1) The compound is CCOC(=O)C(=CN1C(=O)C(=Cc2cccc([N+](=O)[O-])c2)SC1=S)C(=O)c1ccccc1. The result is 0 (inactive). (2) The molecule is COc1ccc(N2C(=O)C3c4[nH]c5ccccc5c4C4CCC(C)CC4C3C2=O)cc1. The result is 0 (inactive). (3) The compound is CCOC1NC(=O)Oc2ccccc21. The result is 0 (inactive). (4) The drug is COCC(N=CN1CCc2cc(OC)ccc2C1)C(C)C. The result is 0 (inactive).